This data is from Reaction yield outcomes from USPTO patents with 853,638 reactions. The task is: Predict the reaction yield, written as a fraction of the theoretical maximum amount of product (1.0 means a 100% yield; for example, 0.34 means a 34% yield). (1) The reactants are [Cl:1][C:2]1[CH:3]=[CH:4][C:5]([F:11])=[C:6]([CH:10]=1)[C:7]([OH:9])=O.CN(C(ON1N=NC2C=CC=NC1=2)=[N+](C)C)C.F[P-](F)(F)(F)(F)F.[CH3:36][O:37][C:38]1[CH:43]=[C:42]([NH2:44])[CH:41]=[CH:40][N:39]=1.CCN(CC)CC. The catalyst is ClCCl. The product is [Cl:1][C:2]1[CH:3]=[CH:4][C:5]([F:11])=[C:6]([CH:10]=1)[C:7]([NH:44][C:42]1[CH:41]=[CH:40][N:39]=[C:38]([O:37][CH3:36])[CH:43]=1)=[O:9]. The yield is 0.470. (2) The reactants are C([O:3][C:4](=[O:18])[CH:5]([OH:17])[CH:6]1[C:11](=[O:12])[NH:10][C:9]2[CH:13]=[CH:14][CH:15]=[CH:16][C:8]=2[S:7]1)C.[OH-].[Na+].O. The catalyst is CCO. The product is [OH:17][CH:5]([CH:6]1[C:11](=[O:12])[NH:10][C:9]2[CH:13]=[CH:14][CH:15]=[CH:16][C:8]=2[S:7]1)[C:4]([OH:18])=[O:3]. The yield is 0.760. (3) The reactants are [CH2:1]([C:3]1([CH2:13][CH3:14])[C:11]2[C:6](=[CH:7][CH:8]=[CH:9][CH:10]=2)[NH:5][C:4]1=[O:12])[CH3:2].[N+:15]([O-])([OH:17])=[O:16]. The catalyst is S(=O)(=O)(O)O. The product is [CH2:13]([C:3]1([CH2:1][CH3:2])[C:11]2[C:6](=[CH:7][CH:8]=[C:9]([N+:15]([O-:17])=[O:16])[CH:10]=2)[NH:5][C:4]1=[O:12])[CH3:14]. The yield is 0.940. (4) The reactants are [CH2:1]([S:8][C:9]1[CH:10]=[CH:11][C:12]([F:18])=[C:13]([C:15](=[O:17])[CH3:16])[CH:14]=1)[C:2]1[CH:7]=[CH:6][CH:5]=[CH:4][CH:3]=1.CO[C:21](OC)([N:23]([CH3:25])[CH3:24])[CH3:22]. No catalyst specified. The product is [CH2:1]([S:8][C:9]1[CH:10]=[CH:11][C:12]([F:18])=[C:13]([C:15](=[O:17])/[CH:16]=[C:21](/[N:23]([CH3:25])[CH3:24])\[CH3:22])[CH:14]=1)[C:2]1[CH:3]=[CH:4][CH:5]=[CH:6][CH:7]=1. The yield is 0.637.